From a dataset of Full USPTO retrosynthesis dataset with 1.9M reactions from patents (1976-2016). Predict the reactants needed to synthesize the given product. Given the product [CH:1]1[C:10]2[C:5](=[CH:6][CH:7]=[CH:8][CH:9]=2)[CH:4]=[C:3]([NH:11][C:12]2[CH:17]=[C:16]([CH2:18][N:19]3[CH2:24][CH2:23][NH:22][CH2:21][CH2:20]3)[CH:15]=[CH:14][N:13]=2)[N:2]=1, predict the reactants needed to synthesize it. The reactants are: [CH:1]1[C:10]2[C:5](=[CH:6][CH:7]=[CH:8][CH:9]=2)[CH:4]=[C:3]([NH:11][C:12]2[CH:17]=[C:16]([CH2:18][N:19]3[CH2:24][CH2:23][N:22](C(OC(C)(C)C)=O)[CH2:21][CH2:20]3)[CH:15]=[CH:14][N:13]=2)[N:2]=1.Cl.CCOC(C)=O.